Dataset: Peptide-MHC class I binding affinity with 185,985 pairs from IEDB/IMGT. Task: Regression. Given a peptide amino acid sequence and an MHC pseudo amino acid sequence, predict their binding affinity value. This is MHC class I binding data. (1) The peptide sequence is YVLSFQVTF. The MHC is HLA-A80:01 with pseudo-sequence HLA-A80:01. The binding affinity (normalized) is 0.0847. (2) The peptide sequence is VKVLRPTPKG. The MHC is HLA-A30:01 with pseudo-sequence HLA-A30:01. The binding affinity (normalized) is 0.156. (3) The peptide sequence is RGYVWTNGY. The MHC is HLA-B46:01 with pseudo-sequence HLA-B46:01. The binding affinity (normalized) is 0.0847. (4) The peptide sequence is NLADQLIHL. The MHC is HLA-A02:06 with pseudo-sequence HLA-A02:06. The binding affinity (normalized) is 1.00. (5) The peptide sequence is ISRQRLTKY. The MHC is HLA-A24:02 with pseudo-sequence HLA-A24:02. The binding affinity (normalized) is 0. (6) The peptide sequence is SIYGFQDTI. The MHC is H-2-Kb with pseudo-sequence H-2-Kb. The binding affinity (normalized) is 0.791. (7) The peptide sequence is QVPLRPMTSK. The binding affinity (normalized) is 0. The MHC is HLA-A23:01 with pseudo-sequence HLA-A23:01.